From a dataset of Peptide-MHC class II binding affinity with 134,281 pairs from IEDB. Regression. Given a peptide amino acid sequence and an MHC pseudo amino acid sequence, predict their binding affinity value. This is MHC class II binding data. (1) The peptide sequence is LQGPFNFRFLTEKGM. The MHC is HLA-DQA10301-DQB10302 with pseudo-sequence HLA-DQA10301-DQB10302. The binding affinity (normalized) is 0.198. (2) The peptide sequence is LNLDVLCLSSLIKQS. The MHC is DRB1_0101 with pseudo-sequence DRB1_0101. The binding affinity (normalized) is 0.453.